From a dataset of Full USPTO retrosynthesis dataset with 1.9M reactions from patents (1976-2016). Predict the reactants needed to synthesize the given product. Given the product [ClH:11].[ClH:11].[Cl:11][CH2:10][CH2:9][N:5]1[CH2:6][CH2:7][N:2]([CH3:1])[CH2:3][CH2:4]1, predict the reactants needed to synthesize it. The reactants are: [CH3:1][N:2]1[CH2:7][CH2:6][NH:5][CH2:4][CH2:3]1.Br[CH2:9][CH2:10][Cl:11].